This data is from Catalyst prediction with 721,799 reactions and 888 catalyst types from USPTO. The task is: Predict which catalyst facilitates the given reaction. (1) Reactant: C(N(C(C)C)CC)(C)C.[CH2:10]([C:12]([O:14][CH:15](I)[C:16]([O:18][CH2:19][CH2:20][CH2:21][CH3:22])=[O:17])=[S:13])[CH3:11].[C:24]([OH:29])(=[O:28])[CH:25]([CH3:27])[CH3:26]. Product: [CH2:10]([C:12]([O:14][CH:15]([O:29][C:24](=[O:28])[CH:25]([CH3:27])[CH3:26])[C:16]([O:18][CH2:19][CH2:20][CH2:21][CH3:22])=[O:17])=[S:13])[CH3:11]. The catalyst class is: 7. (2) Reactant: [F:1][C:2]1[C:10]([O:11][C:12]2[C:21]3[C:16](=[CH:17][C:18]([O:24][CH2:25][C@@H:26]4[CH2:30][CH2:29][CH2:28][N:27]4C(OC(C)(C)C)=O)=[C:19]([O:22][CH3:23])[CH:20]=3)[N:15]=[CH:14][N:13]=2)=[CH:9][CH:8]=[C:7]2[C:3]=1[CH:4]=[C:5]([CH3:38])[NH:6]2.Cl. Product: [F:1][C:2]1[C:10]([O:11][C:12]2[C:21]3[C:16](=[CH:17][C:18]([O:24][CH2:25][C@@H:26]4[CH2:30][CH2:29][CH2:28][NH:27]4)=[C:19]([O:22][CH3:23])[CH:20]=3)[N:15]=[CH:14][N:13]=2)=[CH:9][CH:8]=[C:7]2[C:3]=1[CH:4]=[C:5]([CH3:38])[NH:6]2. The catalyst class is: 169.